This data is from Peptide-MHC class II binding affinity with 134,281 pairs from IEDB. The task is: Regression. Given a peptide amino acid sequence and an MHC pseudo amino acid sequence, predict their binding affinity value. This is MHC class II binding data. The MHC is HLA-DPA10103-DPB10301 with pseudo-sequence HLA-DPA10103-DPB10301. The peptide sequence is AALPAVGAAAGAPAA. The binding affinity (normalized) is 0.0515.